Dataset: TCR-epitope binding with 47,182 pairs between 192 epitopes and 23,139 TCRs. Task: Binary Classification. Given a T-cell receptor sequence (or CDR3 region) and an epitope sequence, predict whether binding occurs between them. (1) The epitope is SEETGTLIV. The TCR CDR3 sequence is CASSSSDTQYF. Result: 0 (the TCR does not bind to the epitope). (2) The epitope is ILHCANFNV. The TCR CDR3 sequence is CASSLGDSPPLHF. Result: 1 (the TCR binds to the epitope). (3) The epitope is KEIDRLNEV. Result: 0 (the TCR does not bind to the epitope). The TCR CDR3 sequence is CASGLASHYNEQFF. (4) The epitope is EEHVQIHTI. The TCR CDR3 sequence is CATSAGPSYEQYF. Result: 1 (the TCR binds to the epitope). (5) The epitope is IVDTVSALV. The TCR CDR3 sequence is CASSVYSGGVADTQYF. Result: 1 (the TCR binds to the epitope). (6) The epitope is GTITSGWTF. The TCR CDR3 sequence is CASSLARRVNPRTDTQYF. Result: 0 (the TCR does not bind to the epitope). (7) The epitope is LLLGIGILV. The TCR CDR3 sequence is CASRPDFTGEQYF. Result: 1 (the TCR binds to the epitope). (8) The epitope is GTITVEELK. The TCR CDR3 sequence is CASSEGNTGELFF. Result: 0 (the TCR does not bind to the epitope). (9) The epitope is PROT_97E67BCC. The TCR CDR3 sequence is CASSERGTANTEAFF. Result: 1 (the TCR binds to the epitope).